Task: Predict which catalyst facilitates the given reaction.. Dataset: Catalyst prediction with 721,799 reactions and 888 catalyst types from USPTO (1) Reactant: Br[C:2]1[CH:3]=[C:4]2[C:9](=[CH:10][CH:11]=1)[CH:8]=[N:7][C:6]([F:12])=[CH:5]2.[B:13](OCC)([O:17]CC)[O:14]CC.C([Li])CCC. Product: [F:12][C:6]1[N:7]=[CH:8][C:9]2[C:4]([CH:5]=1)=[CH:3][C:2]([B:13]([OH:17])[OH:14])=[CH:11][CH:10]=2. The catalyst class is: 1. (2) Reactant: [CH3:1][N:2]([CH3:18])[S:3]([NH:6][CH2:7][C:8]([F:17])([C:10]1[CH:15]=[CH:14][C:13](I)=[CH:12][CH:11]=1)[CH3:9])(=[O:5])=[O:4].[NH2:19][C:20]1[CH:21]=[C:22](B(O)O)[CH:23]=[CH:24][CH:25]=1.C(=O)([O-])[O-].[K+].[K+].O1CCOCC1.O. The catalyst class is: 6. Product: [NH2:19][C:20]1[CH:25]=[C:24]([C:13]2[CH:14]=[CH:15][C:10]([C:8]([F:17])([CH3:9])[CH2:7][NH:6][S:3]([N:2]([CH3:18])[CH3:1])(=[O:5])=[O:4])=[CH:11][CH:12]=2)[CH:23]=[CH:22][CH:21]=1.